This data is from Reaction yield outcomes from USPTO patents with 853,638 reactions. The task is: Predict the reaction yield, written as a fraction of the theoretical maximum amount of product (1.0 means a 100% yield; for example, 0.34 means a 34% yield). (1) The reactants are [CH3:1][C:2]1([CH3:13])[CH2:11][CH2:10][C:9]2[N:8]=[CH:7][NH:6][C:5](=O)[C:4]=2[CH2:3]1.P(Cl)(Cl)([Cl:16])=O. The catalyst is C(Cl)(Cl)Cl. The product is [Cl:16][C:5]1[C:4]2[CH2:3][C:2]([CH3:13])([CH3:1])[CH2:11][CH2:10][C:9]=2[N:8]=[CH:7][N:6]=1. The yield is 0.750. (2) The reactants are [CH3:1][N:2]1[CH:6]=[CH:5][CH:4]=[N:3]1.[Li]CCCC.[CH:12]([O:15][B:16]1[O:20][C:19](C)(C)[C:18]([CH3:24])([CH3:23])O1)(C)C. The catalyst is C1COCC1.[NH4+].[Cl-]. The product is [CH3:24][C:18]1([CH3:23])[CH2:12][O:15][B:16]([C:6]2[N:2]([CH3:1])[N:3]=[CH:4][CH:5]=2)[O:20][CH2:19]1. The yield is 0.770. (3) The reactants are [O:1]=[C:2]1[NH:11][CH2:10][C:9]2[C:4](=[CH:5][CH:6]=[C:7]([N:12]3[CH2:17][CH2:16][N:15](C(OC(C)(C)C)=O)[CH2:14][CH2:13]3)[CH:8]=2)[NH:3]1.C(O)(C(F)(F)F)=O. The catalyst is C(Cl)Cl.C1COCC1. The product is [N:12]1([C:7]2[CH:8]=[C:9]3[C:4](=[CH:5][CH:6]=2)[NH:3][C:2](=[O:1])[NH:11][CH2:10]3)[CH2:17][CH2:16][NH:15][CH2:14][CH2:13]1. The yield is 0.960. (4) The reactants are [C:1]([O:5][C:6]([N:8]1[CH2:13][CH2:12][CH:11]([C:14](=[O:23])[CH2:15][C:16]2[CH:21]=[CH:20][CH:19]=[CH:18][C:17]=2Br)[CH2:10][CH2:9]1)=[O:7])([CH3:4])([CH3:3])[CH3:2].[N:24]1[CH:29]=[CH:28][CH:27]=[C:26](B2OCCCO2)[CH:25]=1.C(=O)([O-])[O-].[Cs+].[Cs+].O. The catalyst is CN(C)C=O.[Pd].C1(P(C2C=CC=CC=2)C2C=CC=CC=2)C=CC=CC=1.C1(P(C2C=CC=CC=2)C2C=CC=CC=2)C=CC=CC=1.C1(P(C2C=CC=CC=2)C2C=CC=CC=2)C=CC=CC=1.C1(P(C2C=CC=CC=2)C2C=CC=CC=2)C=CC=CC=1.C(OCC)(=O)C. The product is [C:1]([O:5][C:6]([N:8]1[CH2:13][CH2:12][CH:11]([C:14](=[O:23])[CH2:15][C:16]2[CH:21]=[CH:20][CH:19]=[CH:18][C:17]=2[C:26]2[CH:25]=[N:24][CH:29]=[CH:28][CH:27]=2)[CH2:10][CH2:9]1)=[O:7])([CH3:4])([CH3:3])[CH3:2]. The yield is 0.660. (5) The reactants are Br[C:2]1[CH:22]=[CH:21][C:5]2[O:6][CH2:7][CH2:8][C:9]3[N:10]([N:11]=[C:12]([C:18]([NH2:20])=[O:19])[C:13]=3[C:14]([NH:16][CH3:17])=[O:15])[C:4]=2[CH:3]=1.[CH3:23][C:24]1[O:28][N:27]=[C:26]([C@:29]([OH:33])([C:31]#[CH:32])[CH3:30])[CH:25]=1. No catalyst specified. The product is [OH:33][C@:29]([C:26]1[CH:25]=[C:24]([CH3:23])[O:28][N:27]=1)([CH3:30])[C:31]#[C:32][C:2]1[CH:22]=[CH:21][C:5]2[O:6][CH2:7][CH2:8][C:9]3[N:10]([N:11]=[C:12]([C:18]([NH2:20])=[O:19])[C:13]=3[C:14]([NH:16][CH3:17])=[O:15])[C:4]=2[CH:3]=1. The yield is 0.260.